Predict the reactants needed to synthesize the given product. From a dataset of Full USPTO retrosynthesis dataset with 1.9M reactions from patents (1976-2016). (1) The reactants are: [CH:1]([NH:4][C:5]1[CH:15]=[CH:14][C:8]([C:9]([O:11][CH2:12][CH3:13])=[O:10])=[CH:7][C:6]=1[N+:16]([O-])=O)([CH3:3])[CH3:2].[H][H]. Given the product [NH2:16][C:6]1[CH:7]=[C:8]([CH:14]=[CH:15][C:5]=1[NH:4][CH:1]([CH3:2])[CH3:3])[C:9]([O:11][CH2:12][CH3:13])=[O:10], predict the reactants needed to synthesize it. (2) Given the product [CH3:23][C:24]1[C:29]([C:30]([N:32]2[CH2:37][CH2:36][CH:35]([N:38]3[CH2:39][CH2:40][CH2:41][C@H:42]3[CH2:66][O:67][C:68](=[O:75])[C:69]3[CH:74]=[CH:73][CH:72]=[CH:71][CH:70]=3)[CH2:34][CH2:33]2)=[O:31])=[C:28]([CH3:43])[CH:27]=[C:26]([C:44]2[CH:49]=[CH:48][CH:47]=[C:46]([O:50][C:51]([F:53])([F:54])[F:52])[CH:45]=2)[N:25]=1, predict the reactants needed to synthesize it. The reactants are: BrC1C=C(C)C(C(N2CCC(N3CCCC3)CC2)=O)=C(C)C=1.[CH3:23][C:24]1[C:29]([C:30]([N:32]2[CH2:37][CH2:36][CH:35]([N:38]3[CH2:42][CH2:41][CH2:40][CH2:39]3)[CH2:34][CH2:33]2)=[O:31])=[C:28]([CH3:43])[CH:27]=[C:26]([C:44]2[CH:49]=[CH:48][CH:47]=[C:46]([O:50][C:51]([F:54])([F:53])[F:52])[CH:45]=2)[N:25]=1.N1CCC(N2CCC[C@H]2[CH2:66][O:67][C:68](=[O:75])[C:69]2[CH:74]=[CH:73][CH:72]=[CH:71][CH:70]=2)CC1. (3) Given the product [Br:27][CH2:18][C:7]1[C:6](=[O:19])[C:5]2[C:10](=[CH:11][C:2]([Cl:1])=[CH:3][CH:4]=2)[N:9]([C:12]2[CH:17]=[CH:16][CH:15]=[CH:14][CH:13]=2)[CH:8]=1, predict the reactants needed to synthesize it. The reactants are: [Cl:1][C:2]1[CH:11]=[C:10]2[C:5]([C:6](=[O:19])[C:7]([CH3:18])=[CH:8][N:9]2[C:12]2[CH:17]=[CH:16][CH:15]=[CH:14][CH:13]=2)=[CH:4][CH:3]=1.C1C(=O)N([Br:27])C(=O)C1.CC(N=NC(C#N)(C)C)(C#N)C. (4) Given the product [CH2:8]([NH:12][C:13]1[N:21]=[C:20]2[C:16]([N:17]=[C:18]([O:22][CH3:23])[N:19]2[CH2:36][CH2:37][CH:38]2[CH2:43][CH2:42][CH2:41][O:40][CH2:39]2)=[C:15]([NH2:24])[N:14]=1)[CH2:9][CH2:10][CH3:11], predict the reactants needed to synthesize it. The reactants are: FC(F)(F)C(O)=O.[CH2:8]([NH:12][C:13]1[N:21]=[C:20]2[C:16]([N:17]=[C:18]([O:22][CH3:23])[NH:19]2)=[C:15]([NH2:24])[N:14]=1)[CH2:9][CH2:10][CH3:11].C(=O)([O-])[O-].[K+].[K+].CS(O[CH2:36][CH2:37][CH:38]1[CH2:43][CH2:42][CH2:41][O:40][CH2:39]1)(=O)=O.O. (5) Given the product [CH3:26][C:21]1([CH3:27])[C:22]([CH3:25])([CH3:24])[O:23][B:19]([C:2]2[CH:3]=[C:4]3[CH:10]=[CH:9][NH:8][C:5]3=[N:6][CH:7]=2)[O:20]1, predict the reactants needed to synthesize it. The reactants are: Br[C:2]1[CH:3]=[C:4]2[CH:10]=[C:9](C3C(F)=CC=CC=3Cl)[NH:8][C:5]2=[N:6][CH:7]=1.[B:19]1([B:19]2[O:23][C:22]([CH3:25])([CH3:24])[C:21]([CH3:27])([CH3:26])[O:20]2)[O:23][C:22]([CH3:25])([CH3:24])[C:21]([CH3:27])([CH3:26])[O:20]1.C([O-])(=O)C.[K+]. (6) Given the product [F:38][C:37]([F:40])([F:39])[C:35]1[CH:34]=[C:5]([CH:4]=[C:3]([C:2]([F:1])([F:41])[F:42])[CH:36]=1)[CH2:6][N:7]([CH2:14][C:15]1[C:16]([N:25]([CH2:28][CH:29]2[CH2:33][CH2:32][CH2:31][CH2:30]2)[CH2:26][CH3:27])=[N:17][C:18]2[C:23]([CH:24]=1)=[CH:22][CH:21]=[CH:20][CH:19]=2)[CH2:8][C:9]1[N:10]=[N:11][N:12]([CH3:45])[N:13]=1, predict the reactants needed to synthesize it. The reactants are: [F:1][C:2]([F:42])([F:41])[C:3]1[CH:4]=[C:5]([CH:34]=[C:35]([C:37]([F:40])([F:39])[F:38])[CH:36]=1)[CH2:6][N:7]([CH2:14][C:15]1[C:16]([N:25]([CH2:28][CH:29]2[CH2:33][CH2:32][CH2:31][CH2:30]2)[CH2:26][CH3:27])=[N:17][C:18]2[C:23]([CH:24]=1)=[CH:22][CH:21]=[CH:20][CH:19]=2)[CH2:8][C:9]1[N:10]=[N:11][NH:12][N:13]=1.[OH-].[Na+].[CH2:45](Cl)Cl.S(OC)(OC)(=O)=O.